This data is from Reaction yield outcomes from USPTO patents with 853,638 reactions. The task is: Predict the reaction yield, written as a fraction of the theoretical maximum amount of product (1.0 means a 100% yield; for example, 0.34 means a 34% yield). (1) The reactants are NC(N)=O.[C:5]([O:9][C:10]([NH:12][CH2:13][CH2:14][CH2:15][NH:16][S:17]([C:20]1[C:25]([Cl:26])=[CH:24][CH:23]=[C:22]([NH2:27])[C:21]=1[OH:28])(=[O:19])=[O:18])=[O:11])([CH3:8])([CH3:7])[CH3:6].[Cl:29][C:30]1[C:35]([Cl:36])=[CH:34][CH:33]=[CH:32][C:31]=1[N:37]=[C:38]=[O:39]. No catalyst specified. The product is [C:5]([O:9][C:10]([NH:12][CH2:13][CH2:14][CH2:15][NH:16][S:17]([C:20]1[C:21]([OH:28])=[C:22]([NH:27][C:38]([NH:37][C:31]2[CH:32]=[CH:33][CH:34]=[C:35]([Cl:36])[C:30]=2[Cl:29])=[O:39])[CH:23]=[CH:24][C:25]=1[Cl:26])(=[O:19])=[O:18])=[O:11])([CH3:8])([CH3:6])[CH3:7]. The yield is 0.550. (2) The reactants are [CH2:1]([O:8][C@H:9]1[C@H:14]([O:15][CH2:16][C:17]2[CH:22]=[CH:21][CH:20]=[CH:19][CH:18]=2)[C@@H:13]([O:23][CH2:24][C:25]2[CH:30]=[CH:29][CH:28]=[CH:27][CH:26]=2)[C:12]([C:33]2[CH:38]=[CH:37][C:36]([Cl:39])=[C:35]([CH2:40][C:41]3[CH:50]=[CH:49][C:44]4[O:45][CH2:46][CH2:47][O:48][C:43]=4[CH:42]=3)[CH:34]=2)([O:31][CH3:32])[O:11][C@@H:10]1[CH:51]=[O:52])[C:2]1[CH:7]=[CH:6][CH:5]=[CH:4][CH:3]=1.[CH2:53]=[O:54].[OH-].[K+]. The catalyst is O1CCOCC1. The product is [CH2:1]([O:8][C@H:9]1[C@H:14]([O:15][CH2:16][C:17]2[CH:18]=[CH:19][CH:20]=[CH:21][CH:22]=2)[C@@H:13]([O:23][CH2:24][C:25]2[CH:30]=[CH:29][CH:28]=[CH:27][CH:26]=2)[C:12]([C:33]2[CH:38]=[CH:37][C:36]([Cl:39])=[C:35]([CH2:40][C:41]3[CH:50]=[CH:49][C:44]4[O:45][CH2:46][CH2:47][O:48][C:43]=4[CH:42]=3)[CH:34]=2)([O:31][CH3:32])[O:11][C:10]1([CH2:53][OH:54])[CH2:51][OH:52])[C:2]1[CH:7]=[CH:6][CH:5]=[CH:4][CH:3]=1. The yield is 0.550. (3) The reactants are [Cl:1][C:2]1[N:7]=[C:6]([CH2:8][C:9]([C:12]2[CH:17]=[CH:16][C:15]([F:18])=[CH:14][CH:13]=2)=[N:10]O)[CH:5]=[CH:4][CH:3]=1.FC(F)(F)C(OC(=O)C(F)(F)F)=O.C(N(CC)CC)C. The catalyst is COCCOC.[Fe](Cl)Cl. The product is [Cl:1][C:2]1[N:7]2[N:10]=[C:9]([C:12]3[CH:17]=[CH:16][C:15]([F:18])=[CH:14][CH:13]=3)[CH:8]=[C:6]2[CH:5]=[CH:4][CH:3]=1. The yield is 0.680. (4) The reactants are [N+:1]([C:4]1[CH:9]=[CH:8][C:7](B(O)O)=[CH:6][CH:5]=1)([O-:3])=[O:2].[S:13]1[CH2:18][CH:17]=[C:16](OS(C(F)(F)F)(=O)=O)[CH2:15][CH2:14]1.[Cl-].[Li+].C([O-])([O-])=O.[Na+].[Na+]. The catalyst is O1CCOCC1.C1C=CC([P]([Pd]([P](C2C=CC=CC=2)(C2C=CC=CC=2)C2C=CC=CC=2)([P](C2C=CC=CC=2)(C2C=CC=CC=2)C2C=CC=CC=2)[P](C2C=CC=CC=2)(C2C=CC=CC=2)C2C=CC=CC=2)(C2C=CC=CC=2)C2C=CC=CC=2)=CC=1.CCOC(C)=O. The product is [N+:1]([C:4]1[CH:9]=[CH:8][C:7]([C:16]2[CH2:17][CH2:18][S:13][CH2:14][CH:15]=2)=[CH:6][CH:5]=1)([O-:3])=[O:2]. The yield is 0.850.